The task is: Predict the product of the given reaction.. This data is from Forward reaction prediction with 1.9M reactions from USPTO patents (1976-2016). (1) Given the reactants [NH2:1][C:2]1[N:9]=[CH:8][CH:7]=[CH:6][C:3]=1[C:4]#[N:5].Cl[CH2:11][CH:12]=O, predict the reaction product. The product is: [N:1]1[CH:11]=[CH:12][N:9]2[CH:8]=[CH:7][CH:6]=[C:3]([C:4]#[N:5])[C:2]=12. (2) Given the reactants [CH:1]1([CH:6]([C:14]2[CH:19]=[CH:18][C:17]([CH2:20][N:21]3[CH:26]=[C:25]([C:27]([F:30])([F:29])[F:28])[CH:24]=[CH:23][C:22]3=[O:31])=[CH:16][CH:15]=2)[C:7]([O:9]C(C)(C)C)=[O:8])[CH2:5][CH2:4][CH2:3][CH2:2]1.FC(F)(F)C(O)=O, predict the reaction product. The product is: [CH:1]1([CH:6]([C:14]2[CH:19]=[CH:18][C:17]([CH2:20][N:21]3[CH:26]=[C:25]([C:27]([F:28])([F:29])[F:30])[CH:24]=[CH:23][C:22]3=[O:31])=[CH:16][CH:15]=2)[C:7]([OH:9])=[O:8])[CH2:2][CH2:3][CH2:4][CH2:5]1. (3) Given the reactants [NH2:1][CH2:2][C:3]([NH:5][CH:6]([C:14]1[CH:19]=[CH:18][CH:17]=[C:16]([F:20])[CH:15]=1)[C:7]1[CH:12]=[CH:11][CH:10]=[C:9]([F:13])[CH:8]=1)=[O:4].[N+:21]([C:24]1[CH:32]=[CH:31][C:27]([C:28](O)=[O:29])=[CH:26][CH:25]=1)([O-:23])=[O:22], predict the reaction product. The product is: [F:20][C:16]1[CH:15]=[C:14]([CH:6]([NH:5][C:3]([CH2:2][NH:1][C:28](=[O:29])[C:27]2[CH:26]=[CH:25][C:24]([N+:21]([O-:23])=[O:22])=[CH:32][CH:31]=2)=[O:4])[C:7]2[CH:12]=[CH:11][CH:10]=[C:9]([F:13])[CH:8]=2)[CH:19]=[CH:18][CH:17]=1. (4) Given the reactants [NH2:1][C:2]([CH3:16])([CH2:5][N:6]1[CH:14]=[C:13]2[C:8]([CH:9]=[C:10]([Cl:15])[CH:11]=[CH:12]2)=[N:7]1)[C:3]#[N:4].[F:17][C:18]([F:29])([F:28])[C:19]1[CH:27]=[CH:26][C:22]([C:23](Cl)=[S:24])=[CH:21][CH:20]=1, predict the reaction product. The product is: [Cl:15][C:10]1[CH:11]=[CH:12][C:13]2[C:8]([CH:9]=1)=[N:7][N:6]([CH2:5][C:2]([NH:1][C:23](=[S:24])[C:22]1[CH:21]=[CH:20][C:19]([C:18]([F:17])([F:28])[F:29])=[CH:27][CH:26]=1)([C:3]#[N:4])[CH3:16])[CH:14]=2. (5) Given the reactants [H-].[Na+].[O:3]=[C:4]([CH2:11][CH3:12])[CH2:5][C:6]([O:8][CH2:9][CH3:10])=[O:7].[F:13][C:14]([F:24])([F:23])[C:15]1[CH:22]=[CH:21][C:18]([CH2:19]Br)=[CH:17][CH:16]=1.C(OCC)(=O)C, predict the reaction product. The product is: [O:3]=[C:4]([CH2:11][CH3:12])[CH:5]([CH2:19][C:18]1[CH:17]=[CH:16][C:15]([C:14]([F:13])([F:23])[F:24])=[CH:22][CH:21]=1)[C:6]([O:8][CH2:9][CH3:10])=[O:7]. (6) The product is: [ClH:28].[F:1][C:2]([CH:15]1[CH2:20][CH2:19][NH:18][CH2:17][CH2:16]1)([S:4]([C:7]1[CH:12]=[CH:11][C:10]([O:13][CH3:14])=[N:9][CH:8]=1)(=[O:6])=[O:5])[CH3:3]. Given the reactants [F:1][C:2]([CH:15]1[CH2:20][CH2:19][N:18](C(OC(C)(C)C)=O)[CH2:17][CH2:16]1)([S:4]([C:7]1[CH:8]=[N:9][C:10]([O:13][CH3:14])=[CH:11][CH:12]=1)(=[O:6])=[O:5])[CH3:3].[ClH:28], predict the reaction product. (7) Given the reactants [CH3:1][N:2]([CH3:6])[CH2:3][C:4]#[CH:5].I[C:8]1[CH:13]=[CH:12][C:11](/[C:14](/[C:31]2[CH:36]=[CH:35][CH:34]=[C:33]([C:37]([F:40])([F:39])[F:38])[CH:32]=2)=[CH:15]\[CH2:16][O:17][C:18]2[CH:29]=[CH:28][C:21]([O:22][CH2:23][C:24]([O:26][CH3:27])=[O:25])=[C:20]([CH3:30])[CH:19]=2)=[CH:10][CH:9]=1, predict the reaction product. The product is: [CH3:1][N:2]([CH2:3][C:4]#[C:5][C:8]1[CH:9]=[CH:10][C:11](/[C:14](/[C:31]2[CH:36]=[CH:35][CH:34]=[C:33]([C:37]([F:38])([F:39])[F:40])[CH:32]=2)=[CH:15]\[CH2:16][O:17][C:18]2[CH:29]=[CH:28][C:21]([O:22][CH2:23][C:24]([O:26][CH3:27])=[O:25])=[C:20]([CH3:30])[CH:19]=2)=[CH:12][CH:13]=1)[CH3:6]. (8) Given the reactants C(O[C:4](=[O:22])[C:5]1[CH:10]=[CH:9][CH:8]=[CH:7][C:6]=1B1OC(C)(C)CCCCCO1)C.I[C:24]1[CH:30]=[C:29]([C:31]#[N:32])[CH:28]=[CH:27][C:25]=1[NH2:26].P([O-])([O-])([O-])=O.[K+].[K+].[K+], predict the reaction product. The product is: [O:22]=[C:4]1[C:5]2[C:6](=[CH:7][CH:8]=[CH:9][CH:10]=2)[C:27]2[CH:28]=[C:29]([C:31]#[N:32])[CH:30]=[CH:24][C:25]=2[NH:26]1. (9) Given the reactants [CH3:1][O:2][C:3](=[O:15])[C:4]1[C:5](=[C:10](I)[CH:11]=[CH:12][CH:13]=1)[C:6]([O:8][CH3:9])=[O:7].[CH3:16][N:17]([CH3:35])[CH2:18][CH2:19][O:20][C:21]1[CH:26]=[CH:25][C:24]([NH2:27])=[C:23]([O:28][C:29]2[CH:34]=[CH:33][CH:32]=[CH:31][CH:30]=2)[CH:22]=1.C1C=CC(P(C2C(C3C(P(C4C=CC=CC=4)C4C=CC=CC=4)=CC=C4C=3C=CC=C4)=C3C(C=CC=C3)=CC=2)C2C=CC=CC=2)=CC=1.C(=O)([O-])[O-].[Cs+].[Cs+], predict the reaction product. The product is: [CH3:1][O:2][C:3](=[O:15])[C:4]1[C:5](=[C:10]([NH:27][C:24]2[CH:25]=[CH:26][C:21]([O:20][CH2:19][CH2:18][N:17]([CH3:35])[CH3:16])=[CH:22][C:23]=2[O:28][C:29]2[CH:30]=[CH:31][CH:32]=[CH:33][CH:34]=2)[CH:11]=[CH:12][CH:13]=1)[C:6]([O:8][CH3:9])=[O:7]. (10) Given the reactants [C:1]([C:5]1[S:9][C:8]([C:10]([O-:12])=O)=[N:7][N:6]=1)([CH3:4])([CH3:3])[CH3:2].[Li+].CN(C(ON1N=NC2C=CC=NC1=2)=[N+](C)C)C.F[P-](F)(F)(F)(F)F.[NH2:38][C:39]1[CH:40]=[C:41]([S:45]([NH2:48])(=[O:47])=[O:46])[CH:42]=[CH:43][CH:44]=1, predict the reaction product. The product is: [C:1]([C:5]1[S:9][C:8]([C:10]([NH:38][C:39]2[CH:44]=[CH:43][CH:42]=[C:41]([S:45](=[O:47])(=[O:46])[NH2:48])[CH:40]=2)=[O:12])=[N:7][N:6]=1)([CH3:2])([CH3:3])[CH3:4].